This data is from Forward reaction prediction with 1.9M reactions from USPTO patents (1976-2016). The task is: Predict the product of the given reaction. (1) Given the reactants [Cl:1][C:2]1[CH:3]=[C:4]([NH:15][C:16]2[C:21]([C:22]#[N:23])=[CH:20][N:19]=[C:18]3[CH:24]=[C:25](I)[S:26][C:17]=23)[CH:5]=[CH:6][C:7]=1[S:8][C:9]1[N:10]([CH3:14])[CH:11]=[CH:12][N:13]=1.[CH2:28]([N:32]1[CH2:37][CH2:36][CH:35]([N:38]2[CH2:42][CH2:41][CH2:40][CH2:39]2)[CH2:34][CH2:33]1)[CH2:29][C:30]#[CH:31].CC1(C)C(C)(C)OBO1, predict the reaction product. The product is: [Cl:1][C:2]1[CH:3]=[C:4]([NH:15][C:16]2[C:21]([C:22]#[N:23])=[CH:20][N:19]=[C:18]3[CH:24]=[C:25](/[CH:31]=[CH:30]/[CH2:29][CH2:28][N:32]4[CH2:37][CH2:36][CH:35]([N:38]5[CH2:39][CH2:40][CH2:41][CH2:42]5)[CH2:34][CH2:33]4)[S:26][C:17]=23)[CH:5]=[CH:6][C:7]=1[S:8][C:9]1[N:10]([CH3:14])[CH:11]=[CH:12][N:13]=1. (2) The product is: [CH2:1]([O:3][C:4](=[O:41])[CH2:5][CH2:6][CH2:7][O:8][C:9]1[CH:14]=[CH:13][CH:12]=[C:11]([CH2:15][CH2:16][CH2:17][CH2:18][CH2:19][CH2:20][O:21][C:22]2[CH:27]=[C:26]([C:28]([N:29]3[CH2:30][CH2:108][C:107]([F:112])([F:106])[CH2:31]3)=[O:32])[CH:25]=[C:24]([Br:33])[CH:23]=2)[C:10]=1[CH2:34][CH2:35][C:36]([O:38][CH2:39][CH3:40])=[O:37])[CH3:2]. Given the reactants [CH2:1]([O:3][C:4](=[O:41])[CH2:5][CH2:6][CH2:7][O:8][C:9]1[CH:14]=[CH:13][CH:12]=[C:11]([CH2:15][CH2:16][CH2:17][CH2:18][CH2:19][CH2:20][O:21][C:22]2[CH:27]=[C:26]([C:28](=[O:32])[N:29]([CH3:31])[CH3:30])[CH:25]=[C:24]([Br:33])[CH:23]=2)[C:10]=1[CH2:34][CH2:35][C:36]([O:38][CH2:39][CH3:40])=[O:37])[CH3:2].BrC1C=C(C=C(OCCCCCCC2C=CC=C(OCCCC(OCC)=O)C=2CCC(OCC)=O)C=1)C(O)=O.C1CN([P+](Br)(N2CCCC2)N2CCCC2)CC1.F[P-](F)(F)(F)(F)F.Cl.[F:106][C:107]1([F:112])CCN[CH2:108]1.CCN(C(C)C)C(C)C, predict the reaction product. (3) Given the reactants [F:1][C:2]1[CH:3]=[C:4]([CH:15]=[CH:16][C:17]=1[S:18]([CH3:21])(=[O:20])=[O:19])[O:5][CH2:6][CH2:7][CH2:8][CH:9]1[CH2:14][CH2:13][NH:12][CH2:11][CH2:10]1.C([O-])([O-])=O.[K+].[K+].[C:28]([C:32]1[N:36]=[C:35](Cl)[O:34][N:33]=1)([CH3:31])([CH3:30])[CH3:29].Cl, predict the reaction product. The product is: [C:28]([C:32]1[N:36]=[C:35]([N:12]2[CH2:11][CH2:10][CH:9]([CH2:8][CH2:7][CH2:6][O:5][C:4]3[CH:15]=[CH:16][C:17]([S:18]([CH3:21])(=[O:19])=[O:20])=[C:2]([F:1])[CH:3]=3)[CH2:14][CH2:13]2)[O:34][N:33]=1)([CH3:31])([CH3:30])[CH3:29]. (4) Given the reactants [CH2:1]([C:4]#[N:5])[C:2]#[N:3].C(OC(=O)C)(=O)C.[CH2:13]([C:15]1[O:16][C:17]([CH2:28][CH3:29])=[C:18]([CH2:25]CC)[C:19](=O)[C:20]=1[CH2:21]CC)[CH3:14], predict the reaction product. The product is: [CH2:28]([C:17]1[O:16][C:15]([CH2:13][CH3:14])=[C:20]([CH3:21])[C:19](=[C:1]([C:4]#[N:5])[C:2]#[N:3])[C:18]=1[CH3:25])[CH3:29]. (5) Given the reactants [OH:1][C:2]1[CH:9]=[CH:8][C:5]([CH:6]=[O:7])=[CH:4][CH:3]=1.C(=O)([O-])[O-].[K+].[K+].[CH2:16](Br)[C:17]1[CH:22]=[CH:21][CH:20]=[CH:19][CH:18]=1, predict the reaction product. The product is: [CH2:16]([O:1][C:2]1[CH:9]=[CH:8][C:5]([CH:6]=[O:7])=[CH:4][CH:3]=1)[C:17]1[CH:22]=[CH:21][CH:20]=[CH:19][CH:18]=1. (6) Given the reactants Cl[C:2]1[C:7]([N+:8]([O-:10])=[O:9])=[C:6]([CH3:11])[CH:5]=[C:4]([CH3:12])[N:3]=1.[NH2:13][C:14]1[CH:19]=[CH:18][C:17]([CH2:20][CH2:21][C:22]([O:24]C)=[O:23])=[CH:16][CH:15]=1.C(N(CC)C(C)C)(C)C.[OH-].[Na+].Cl, predict the reaction product. The product is: [CH3:11][C:6]1[CH:5]=[C:4]([CH3:12])[N:3]=[C:2]([NH:13][C:14]2[CH:15]=[CH:16][C:17]([CH2:20][CH2:21][C:22]([OH:24])=[O:23])=[CH:18][CH:19]=2)[C:7]=1[N+:8]([O-:10])=[O:9].